Dataset: Catalyst prediction with 721,799 reactions and 888 catalyst types from USPTO. Task: Predict which catalyst facilitates the given reaction. (1) Reactant: [NH:1]1[CH:5]=[C:4]([C:6]2[CH:7]=[N:8][CH:9]=[CH:10][CH:11]=2)[N:3]=[CH:2]1.[H-].[Na+].Br[CH2:15][C:16]#[N:17]. Product: [N:8]1[CH:9]=[CH:10][CH:11]=[C:6]([C:4]2[N:3]=[CH:2][N:1]([CH2:15][C:16]#[N:17])[CH:5]=2)[CH:7]=1. The catalyst class is: 7. (2) Reactant: C([O:8][C:9](=[O:22])[CH2:10][N:11]1[CH:15]=[CH:14][N:13]=[C:12]1[C:16]1[CH:21]=[CH:20][CH:19]=[CH:18][CH:17]=1)C1C=CC=CC=1.[H][H]. Product: [C:16]1([C:12]2[N:11]([CH2:10][C:9]([OH:22])=[O:8])[CH:15]=[CH:14][N:13]=2)[CH:17]=[CH:18][CH:19]=[CH:20][CH:21]=1. The catalyst class is: 19. (3) Reactant: [CH:1]12[CH2:8][C:5]([C:9]3[NH:13][C:12]4[CH:14]=[CH:15][CH:16]=[C:17]([C:18]([NH2:20])=[O:19])[C:11]=4[N:10]=3)([NH:6][CH2:7]1)[CH2:4][CH2:3][CH2:2]2.C=O.[C:23]([BH3-])#N.[Na+]. Product: [CH3:23][N:6]1[CH2:7][CH:1]2[CH2:8][C:5]1([C:9]1[NH:13][C:12]3[CH:14]=[CH:15][CH:16]=[C:17]([C:18]([NH2:20])=[O:19])[C:11]=3[N:10]=1)[CH2:4][CH2:3][CH2:2]2. The catalyst class is: 5. (4) Reactant: [NH2:1][C:2]1[N:7]=[C:6]([CH3:8])[C:5]([CH2:9][C:10]2[CH:15]=[CH:14][C:13](CC#N)=[CH:12][CH:11]=2)=[C:4]([NH:19][CH2:20][CH2:21][CH2:22][CH2:23][CH3:24])[N:3]=1.[OH-:25].[Na+].[CH2:27]([OH:29])[CH3:28]. Product: [NH2:1][C:2]1[N:7]=[C:6]([CH3:8])[C:5]([CH2:9][C:10]2[CH:15]=[CH:14][C:13]([CH2:28][C:27]([OH:25])=[O:29])=[CH:12][CH:11]=2)=[C:4]([NH:19][CH2:20][CH2:21][CH2:22][CH2:23][CH3:24])[N:3]=1. The catalyst class is: 15. (5) Reactant: [Br:1][C:2]1[CH:8]=[CH:7][C:5]([NH2:6])=[CH:4][CH:3]=1.[N:9]([O-])=O.[Na+].[Sn](Cl)(Cl)(Cl)Cl.[OH-].[Na+]. Product: [Br:1][C:2]1[CH:8]=[CH:7][C:5]([NH:6][NH2:9])=[CH:4][CH:3]=1. The catalyst class is: 126. (6) Reactant: [F:1][C:2]1[CH:3]=[CH:4][C:5]([O:28][CH3:29])=[C:6]([C:8]2[CH:13]=[CH:12][N:11]=[C:10]3[N:14]([S:18]([C:21]4[CH:27]=[CH:26][C:24]([CH3:25])=[CH:23][CH:22]=4)(=[O:20])=[O:19])[C:15](I)=[CH:16][C:9]=23)[CH:7]=1.CC1(C)C(C)(C)OB([C:38]2[CH2:43][CH2:42][CH:41]([C:44]#[N:45])[CH2:40][CH:39]=2)O1.C(=O)(O)[O-].[Na+]. The catalyst class is: 427. Product: [F:1][C:2]1[CH:3]=[CH:4][C:5]([O:28][CH3:29])=[C:6]([C:8]2[CH:13]=[CH:12][N:11]=[C:10]3[N:14]([S:18]([C:21]4[CH:27]=[CH:26][C:24]([CH3:25])=[CH:23][CH:22]=4)(=[O:20])=[O:19])[C:15]([C:38]4[CH2:43][CH2:42][CH:41]([C:44]#[N:45])[CH2:40][CH:39]=4)=[CH:16][C:9]=23)[CH:7]=1.